Dataset: Full USPTO retrosynthesis dataset with 1.9M reactions from patents (1976-2016). Task: Predict the reactants needed to synthesize the given product. (1) Given the product [F:15][C:16]1[CH:31]=[CH:30][CH:29]=[CH:28][C:17]=1[CH2:18][O:19][C:20]1[CH:27]=[CH:26][C:23]([CH2:24][NH:2][C@H:3]([CH3:4])[C:5]([NH2:7])=[O:6])=[CH:22][CH:21]=1, predict the reactants needed to synthesize it. The reactants are: Cl.[NH2:2][C@@H:3]([C:5]([NH2:7])=[O:6])[CH3:4].C(N(CC)CC)C.[F:15][C:16]1[CH:31]=[CH:30][CH:29]=[CH:28][C:17]=1[CH2:18][O:19][C:20]1[CH:27]=[CH:26][C:23]([CH:24]=O)=[CH:22][CH:21]=1.FC1C=CC=CC=1CC1C=C(C=CC=1OCC1C=CC=CC=1F)C=O.[BH4-].[Na+]. (2) Given the product [CH3:1][S:2]([O:6][CH2:7][CH2:8][CH2:9][N:10]([C:18]1[CH:23]=[CH:22][CH:21]=[CH:20][N+:19]=1[O-:24])[C:11]([O:13][C:14]([CH3:17])([CH3:16])[CH3:15])=[O:12])(=[O:4])=[O:3], predict the reactants needed to synthesize it. The reactants are: [CH3:1][S:2](Cl)(=[O:4])=[O:3].[OH:6][CH2:7][CH2:8][CH2:9][N:10]([C:18]1[CH:23]=[CH:22][CH:21]=[CH:20][N+:19]=1[O-:24])[C:11]([O:13][C:14]([CH3:17])([CH3:16])[CH3:15])=[O:12].N1C=CC=CC=1. (3) Given the product [CH2:11]([O:13][CH2:14][CH2:15][N:3]1[C:4]2[CH:10]=[CH:9][CH:8]=[CH:7][C:5]=2[N:6]=[C:2]1[CH3:1])[CH3:12], predict the reactants needed to synthesize it. The reactants are: [CH3:1][C:2]1[NH:3][C:4]2[CH:10]=[CH:9][CH:8]=[CH:7][C:5]=2[N:6]=1.[CH2:11]([O:13][CH2:14][CH2:15]Cl)[CH3:12]. (4) Given the product [F:34][C:2]([F:1])([CH2:29][C@@H:30]([CH3:33])[CH2:31][CH3:32])[CH:3]([OH:28])[CH2:4][CH2:5][C@H:6]1[C@H:10]([O:11][CH:12]2[CH2:17][CH2:16][CH2:15][CH2:14][O:13]2)[CH2:9][C@H:8]([OH:18])[C@@H:7]1[CH2:19][CH2:20][CH2:21][CH2:22][CH2:23][CH2:24][C:25]([O:27][CH2:44][C:45]1[CH:50]=[CH:49][CH:48]=[CH:47][CH:46]=1)=[O:26], predict the reactants needed to synthesize it. The reactants are: [F:1][C:2]([F:34])([CH2:29][C@@H:30]([CH3:33])[CH2:31][CH3:32])[CH:3]([OH:28])[CH2:4][CH2:5][C@H:6]1[C@H:10]([O:11][CH:12]2[CH2:17][CH2:16][CH2:15][CH2:14][O:13]2)[CH2:9][C@H:8]([OH:18])[C@@H:7]1[CH2:19][CH2:20][CH2:21][CH2:22][CH2:23][CH2:24][C:25]([OH:27])=[O:26].C(N(C(C)C)CC)(C)C.[CH2:44](Br)[C:45]1[CH:50]=[CH:49][CH:48]=[CH:47][CH:46]=1.